The task is: Predict the reactants needed to synthesize the given product.. This data is from Full USPTO retrosynthesis dataset with 1.9M reactions from patents (1976-2016). Given the product [O:3]=[C:4]1[CH2:5][C:6]2([CH2:11][CH2:10][N:9]([C:12]([O:14][C:15]([CH3:18])([CH3:17])[CH3:16])=[O:13])[CH2:8][CH2:7]2)[CH2:19][NH:20]1, predict the reactants needed to synthesize it. The reactants are: C([O:3][C:4](=O)[CH2:5][C:6]1([CH2:19][N+:20]([O-])=O)[CH2:11][CH2:10][N:9]([C:12]([O:14][C:15]([CH3:18])([CH3:17])[CH3:16])=[O:13])[CH2:8][CH2:7]1)C.